This data is from Forward reaction prediction with 1.9M reactions from USPTO patents (1976-2016). The task is: Predict the product of the given reaction. Given the reactants CON(C)[C:4](=[O:34])[CH2:5][O:6][CH2:7][C:8]1[CH:9]=[N:10][C:11]([N:14]2[CH:18]=[CH:17][C:16]([CH:19]([C:21]3[CH:33]=[CH:32][C:24]4[N:25]([CH2:29][O:30][CH3:31])[C:26](=[O:28])[S:27][C:23]=4[CH:22]=3)[CH3:20])=[N:15]2)=[CH:12][CH:13]=1.[CH3:36][Mg]Br, predict the reaction product. The product is: [CH2:5]([O:6][CH2:7][C:8]1[CH:13]=[CH:12][C:11]([N:14]2[CH:18]=[CH:17][C:16]([CH:19]([C:21]3[CH:33]=[CH:32][C:24]4[N:25]([CH2:29][O:30][CH3:31])[C:26](=[O:28])[S:27][C:23]=4[CH:22]=3)[CH3:20])=[N:15]2)=[N:10][CH:9]=1)[C:4]([CH3:36])=[O:34].